This data is from NCI-60 drug combinations with 297,098 pairs across 59 cell lines. The task is: Regression. Given two drug SMILES strings and cell line genomic features, predict the synergy score measuring deviation from expected non-interaction effect. (1) Drug 1: CC(CN1CC(=O)NC(=O)C1)N2CC(=O)NC(=O)C2. Drug 2: C1=CC(=CC=C1CC(C(=O)O)N)N(CCCl)CCCl.Cl. Cell line: A498. Synergy scores: CSS=28.7, Synergy_ZIP=3.40, Synergy_Bliss=4.34, Synergy_Loewe=2.32, Synergy_HSA=2.96. (2) Drug 1: C1=C(C(=O)NC(=O)N1)F. Drug 2: CC1C(C(CC(O1)OC2CC(OC(C2O)C)OC3=CC4=CC5=C(C(=O)C(C(C5)C(C(=O)C(C(C)O)O)OC)OC6CC(C(C(O6)C)O)OC7CC(C(C(O7)C)O)OC8CC(C(C(O8)C)O)(C)O)C(=C4C(=C3C)O)O)O)O. Cell line: COLO 205. Synergy scores: CSS=53.9, Synergy_ZIP=-4.56, Synergy_Bliss=-12.8, Synergy_Loewe=-14.5, Synergy_HSA=-14.5. (3) Drug 1: C(CN)CNCCSP(=O)(O)O. Drug 2: CCC1(C2=C(COC1=O)C(=O)N3CC4=CC5=C(C=CC(=C5CN(C)C)O)N=C4C3=C2)O.Cl. Cell line: A549. Synergy scores: CSS=19.7, Synergy_ZIP=-5.20, Synergy_Bliss=-4.76, Synergy_Loewe=-33.9, Synergy_HSA=-3.00. (4) Drug 1: CC1=CC2C(CCC3(C2CCC3(C(=O)C)OC(=O)C)C)C4(C1=CC(=O)CC4)C. Drug 2: C1=NC2=C(N1)C(=S)N=C(N2)N. Cell line: NCI-H460. Synergy scores: CSS=42.5, Synergy_ZIP=-1.37, Synergy_Bliss=-2.58, Synergy_Loewe=-21.6, Synergy_HSA=-1.10. (5) Drug 1: CC1=C2C(C(=O)C3(C(CC4C(C3C(C(C2(C)C)(CC1OC(=O)C(C(C5=CC=CC=C5)NC(=O)OC(C)(C)C)O)O)OC(=O)C6=CC=CC=C6)(CO4)OC(=O)C)OC)C)OC. Drug 2: CC(C)CN1C=NC2=C1C3=CC=CC=C3N=C2N. Cell line: DU-145. Synergy scores: CSS=59.5, Synergy_ZIP=10.1, Synergy_Bliss=8.58, Synergy_Loewe=-29.6, Synergy_HSA=8.37. (6) Drug 1: CN1CCC(CC1)COC2=C(C=C3C(=C2)N=CN=C3NC4=C(C=C(C=C4)Br)F)OC. Drug 2: CS(=O)(=O)CCNCC1=CC=C(O1)C2=CC3=C(C=C2)N=CN=C3NC4=CC(=C(C=C4)OCC5=CC(=CC=C5)F)Cl. Cell line: SF-268. Synergy scores: CSS=-7.97, Synergy_ZIP=4.12, Synergy_Bliss=1.73, Synergy_Loewe=-2.55, Synergy_HSA=-2.23. (7) Drug 1: CCCS(=O)(=O)NC1=C(C(=C(C=C1)F)C(=O)C2=CNC3=C2C=C(C=N3)C4=CC=C(C=C4)Cl)F. Drug 2: C(=O)(N)NO. Cell line: SNB-19. Synergy scores: CSS=0.621, Synergy_ZIP=0.734, Synergy_Bliss=0.975, Synergy_Loewe=-1.37, Synergy_HSA=-1.91. (8) Drug 1: CC1CCC2CC(C(=CC=CC=CC(CC(C(=O)C(C(C(=CC(C(=O)CC(OC(=O)C3CCCCN3C(=O)C(=O)C1(O2)O)C(C)CC4CCC(C(C4)OC)O)C)C)O)OC)C)C)C)OC. Drug 2: CCC1=C2CN3C(=CC4=C(C3=O)COC(=O)C4(CC)O)C2=NC5=C1C=C(C=C5)O. Cell line: HCT-15. Synergy scores: CSS=7.99, Synergy_ZIP=-5.69, Synergy_Bliss=1.42, Synergy_Loewe=-13.0, Synergy_HSA=-1.91. (9) Drug 1: CC1=C(C=C(C=C1)C(=O)NC2=CC(=CC(=C2)C(F)(F)F)N3C=C(N=C3)C)NC4=NC=CC(=N4)C5=CN=CC=C5. Cell line: T-47D. Drug 2: CC(C)CN1C=NC2=C1C3=CC=CC=C3N=C2N. Synergy scores: CSS=1.40, Synergy_ZIP=-0.637, Synergy_Bliss=-2.62, Synergy_Loewe=-1.51, Synergy_HSA=-1.76. (10) Drug 1: C1=CC(=CC=C1CCCC(=O)O)N(CCCl)CCCl. Drug 2: C1=CC=C(C=C1)NC(=O)CCCCCCC(=O)NO. Cell line: LOX IMVI. Synergy scores: CSS=25.3, Synergy_ZIP=-7.37, Synergy_Bliss=-6.95, Synergy_Loewe=-4.86, Synergy_HSA=-3.17.